From a dataset of Catalyst prediction with 721,799 reactions and 888 catalyst types from USPTO. Predict which catalyst facilitates the given reaction. (1) Reactant: OC(C(F)(F)F)=O.[CH2:8]=[C:9]1[CH2:14][CH2:13][NH:12][CH2:11][CH2:10]1.C(=O)(O)[O-].[Na+].[C:20](Cl)([O:22][CH2:23][CH:24]1[C:36]2[C:31](=[CH:32][CH:33]=[CH:34][CH:35]=2)[C:30]2[C:25]1=[CH:26][CH:27]=[CH:28][CH:29]=2)=[O:21]. Product: [CH2:8]=[C:9]1[CH2:14][CH2:13][N:12]([C:20]([O:22][CH2:23][CH:24]2[C:25]3[CH:26]=[CH:27][CH:28]=[CH:29][C:30]=3[C:31]3[C:36]2=[CH:35][CH:34]=[CH:33][CH:32]=3)=[O:21])[CH2:11][CH2:10]1. The catalyst class is: 20. (2) Reactant: [CH2:1]([C:4]1([CH2:34][CH:35]=[CH2:36])[C:32](=[O:33])[N:7]2[CH2:8][CH2:9][N:10](C(OC(C)(C)C)=O)[C@@H:11]([C:12]3[C:13]([CH3:24])=[N:14][N:15]([CH2:17][C:18]4[CH:23]=[CH:22][CH:21]=[CH:20][CH:19]=4)[CH:16]=3)[C@@H:6]2[CH2:5]1)[CH:2]=[CH2:3].Cl.CO.[OH-].[Na+]. Product: [CH2:34]([C:4]1([CH2:1][CH:2]=[CH2:3])[C:32](=[O:33])[N:7]2[CH2:8][CH2:9][NH:10][C@@H:11]([C:12]3[C:13]([CH3:24])=[N:14][N:15]([CH2:17][C:18]4[CH:19]=[CH:20][CH:21]=[CH:22][CH:23]=4)[CH:16]=3)[C@@H:6]2[CH2:5]1)[CH:35]=[CH2:36]. The catalyst class is: 5. (3) The catalyst class is: 233. Product: [Br:20][C:8]1[C:9]2[S:13][C:12]([CH:14]3[CH2:16][CH2:15]3)=[N:11][C:10]=2[CH:17]=[C:18]([CH3:19])[C:7]=1[CH:23]=[CH2:24]. Reactant: FC(F)(F)S(O[C:7]1[C:18]([CH3:19])=[CH:17][C:10]2[N:11]=[C:12]([CH:14]3[CH2:16][CH2:15]3)[S:13][C:9]=2[C:8]=1[Br:20])(=O)=O.[CH2:23](C([Sn])=C(CCCC)CCCC)[CH2:24]CC.[Li+].[Cl-]. (4) Reactant: [F:1][C:2]1[CH:3]=[C:4]([NH:20][C:21]([C:23]2[S:24][CH:25]=[CH:26][CH:27]=2)=[NH:22])[CH:5]=[C:6]2[C:11]=1[N:10]([CH2:12][CH2:13][CH:14]1[CH2:18][CH2:17][CH2:16][N:15]1[CH3:19])[CH2:9][CH2:8][CH2:7]2.C(OCC)C.[ClH:33]. Product: [ClH:33].[ClH:33].[F:1][C:2]1[CH:3]=[C:4]([NH:20][C:21]([C:23]2[S:24][CH:25]=[CH:26][CH:27]=2)=[NH:22])[CH:5]=[C:6]2[C:11]=1[N:10]([CH2:12][CH2:13][CH:14]1[CH2:18][CH2:17][CH2:16][N:15]1[CH3:19])[CH2:9][CH2:8][CH2:7]2. The catalyst class is: 5. (5) Reactant: [C:1](/[C:3](=[CH:11]\[CH:12]1[CH2:14][CH2:13]1)/[C:4]([O:6]C(C)(C)C)=[O:5])#[N:2].C(O)(C(F)(F)F)=O. Product: [C:1](/[C:3](=[CH:11]\[CH:12]1[CH2:14][CH2:13]1)/[C:4]([OH:6])=[O:5])#[N:2]. The catalyst class is: 2. (6) Reactant: O[N:2]1[C:6]2[CH:7]=[CH:8][CH:9]=[CH:10][C:5]=2N=N1.[NH:11]1[C:19]2[C:14](=[CH:15][CH:16]=[CH:17]C=2)[CH:13]=[CH:12]1.CN1CCOCC1.[CH3:27][N:28]([CH3:45])[C:29]1([C:39]2[CH:44]=[CH:43][CH:42]=[CH:41][CH:40]=2)[CH2:34][CH2:33][C:32](=[CH:35][C:36]([OH:38])=O)[CH2:31][CH2:30]1.C(NC1CCCCC1)(NC1CCCCC1)=O. Product: [CH3:45][N:28]([CH3:27])[C:29]1([C:39]2[CH:44]=[CH:43][CH:42]=[CH:41][CH:40]=2)[CH2:30][CH2:31][C:32](=[CH:35][C:36]([N:11]2[CH2:12][CH2:13][CH:15]([C:16]3[C:5]4[C:6](=[CH:7][CH:8]=[CH:9][CH:10]=4)[NH:2][CH:17]=3)[CH2:14][CH2:19]2)=[O:38])[CH2:33][CH2:34]1. The catalyst class is: 9.